From a dataset of Reaction yield outcomes from USPTO patents with 853,638 reactions. Predict the reaction yield, written as a fraction of the theoretical maximum amount of product (1.0 means a 100% yield; for example, 0.34 means a 34% yield). (1) The reactants are C[O:2][C:3]1[CH:4]=[N:5][C:6]2[CH:7]=[CH:8][N:9]([CH:14]([CH3:20])[C:15]([O:17]CC)=[O:16])[C:10](=[O:13])[C:11]=2[CH:12]=1.[BrH:21]. No catalyst specified. The product is [BrH:21].[OH:2][C:3]1[CH:4]=[N:5][C:6]2[CH:7]=[CH:8][N:9]([CH:14]([CH3:20])[C:15]([OH:17])=[O:16])[C:10](=[O:13])[C:11]=2[CH:12]=1. The yield is 1.00. (2) The catalyst is C(O)C. The product is [Cl:35][C:29]1[CH:30]=[C:31]([Cl:34])[CH:32]=[CH:33][C:28]=1[C@@H:19]1[N:20]=[C:21]([C:23]2[S:24][CH:25]=[CH:26][N:27]=2)[NH:22][C:17]([CH2:16][N:7]2[CH2:8][C:3]([F:2])([F:14])[CH2:4][CH2:5][C@@H:6]2[CH2:9][CH2:10][C:11]([OH:13])=[O:12])=[C:18]1[C:36]([O:38][CH2:39][CH3:40])=[O:37]. The yield is 0.150. The reactants are Cl.[F:2][C:3]1([F:14])[CH2:8][NH:7][C@@H:6]([CH2:9][CH2:10][C:11]([OH:13])=[O:12])[CH2:5][CH2:4]1.Br[CH2:16][C:17]1[NH:22][C:21]([C:23]2[S:24][CH:25]=[CH:26][N:27]=2)=[N:20][C@@H:19]([C:28]2[CH:33]=[CH:32][C:31]([Cl:34])=[CH:30][C:29]=2[Cl:35])[C:18]=1[C:36]([O:38][CH2:39][CH3:40])=[O:37].C(=O)([O-])[O-].[K+].[K+]. (3) The reactants are [NH2:1][C:2]1[CH:3]=[N:4][CH:5]=[CH:6][C:7]=1[OH:8].[NH2:9][C:10]1[C:11]([C:16](O)=[O:17])=[N:12][CH:13]=[CH:14][N:15]=1.C(N(CC)CC)C.F[B-](F)(F)F.N1(OC(N(C)C)=[N+](C)C)C2C=CC=CC=2N=N1. The catalyst is CN(C=O)C. The product is [NH2:9][C:10]1[C:11]([C:16]([NH:1][C:2]2[CH:3]=[N:4][CH:5]=[CH:6][C:7]=2[OH:8])=[O:17])=[N:12][CH:13]=[CH:14][N:15]=1. The yield is 0.540. (4) The reactants are [O:1]1[C:5]2[CH:6]=[CH:7][C:8]([C:10]3([C:13]([NH:15][C:16]4[CH:17]=[C:18]5[C:22](=[CH:23][C:24]=4[F:25])[NH:21][CH:20]([C:26]([CH3:29])([CH3:28])[CH3:27])[CH2:19]5)=[O:14])[CH2:12][CH2:11]3)=[CH:9][C:4]=2[O:3][CH2:2]1.[O:30]1[CH2:35][CH2:34][CH2:33][CH:32]([CH:36]=O)[CH2:31]1.[BH-](OC(C)=O)(OC(C)=O)OC(C)=O.[Na+]. The catalyst is ClCCl. The product is [O:1]1[C:5]2[CH:6]=[CH:7][C:8]([C:10]3([C:13]([NH:15][C:16]4[CH:17]=[C:18]5[C:22](=[CH:23][C:24]=4[F:25])[N:21]([CH2:36][CH:32]4[CH2:33][CH2:34][CH2:35][O:30][CH2:31]4)[CH:20]([C:26]([CH3:29])([CH3:28])[CH3:27])[CH2:19]5)=[O:14])[CH2:12][CH2:11]3)=[CH:9][C:4]=2[O:3][CH2:2]1. The yield is 0.500. (5) The reactants are [C:1]([C:5]1[N:9]([CH2:10][CH:11]2[CH2:16][CH2:15][C:14]([F:18])([F:17])[CH2:13][CH2:12]2)[C:8]2[CH:19]=[CH:20][C:21]([S:23]([N:26]3[CH2:31][CH2:30][O:29][CH:28]([C:32]([OH:34])=O)[CH2:27]3)(=[O:25])=[O:24])=[CH:22][C:7]=2[N:6]=1)([CH3:4])([CH3:3])[CH3:2].[CH:35]([N:38](CC)C(C)C)(C)C.CN.CN(C(ON1N=NC2C=CC=NC1=2)=[N+](C)C)C.F[P-](F)(F)(F)(F)F. The catalyst is CN(C=O)C. The product is [C:1]([C:5]1[N:9]([CH2:10][CH:11]2[CH2:16][CH2:15][C:14]([F:17])([F:18])[CH2:13][CH2:12]2)[C:8]2[CH:19]=[CH:20][C:21]([S:23]([N:26]3[CH2:31][CH2:30][O:29][C@@H:28]([C:32]([NH:38][CH3:35])=[O:34])[CH2:27]3)(=[O:24])=[O:25])=[CH:22][C:7]=2[N:6]=1)([CH3:4])([CH3:3])[CH3:2]. The yield is 0.780. (6) The reactants are [Br-].[CH2:2]([N+:9]1[CH:14]=[CH:13][CH:12]=[C:11]([CH3:15])[C:10]=1[CH2:16][NH:17][C:18]([O:20][C:21]([CH3:24])([CH3:23])[CH3:22])=[O:19])[C:3]1[CH:8]=[CH:7][CH:6]=[CH:5][CH:4]=1.[BH4-].[Na+]. The catalyst is CO. The product is [CH2:2]([N:9]1[CH2:14][CH2:13][CH:12]=[C:11]([CH3:15])[CH:10]1[CH2:16][NH:17][C:18](=[O:19])[O:20][C:21]([CH3:24])([CH3:23])[CH3:22])[C:3]1[CH:8]=[CH:7][CH:6]=[CH:5][CH:4]=1. The yield is 0.630. (7) The reactants are [Cl:1][C:2]1[C:10]([Cl:11])=[CH:9][CH:8]=[CH:7][C:3]=1[C:4]([NH2:6])=[S:5].Br[CH2:13][C:14](=O)[C:15]([OH:17])=[O:16]. The yield is 0.980. The catalyst is O1CCOCC1. The product is [Cl:1][C:2]1[C:10]([Cl:11])=[CH:9][CH:8]=[CH:7][C:3]=1[C:4]1[S:5][CH:13]=[C:14]([C:15]([OH:17])=[O:16])[N:6]=1.